From a dataset of Catalyst prediction with 721,799 reactions and 888 catalyst types from USPTO. Predict which catalyst facilitates the given reaction. (1) Reactant: Br[C:2]1[C:23]([CH3:24])=[CH:22][C:5]([O:6][CH2:7][C:8]2[C:13]([CH3:14])=[CH:12][CH:11]=[CH:10][C:9]=2[N:15]2[C:19](=[O:20])[N:18]([CH3:21])[N:17]=[N:16]2)=[C:4]([CH3:25])[CH:3]=1.[B:26]1([B:26]2[O:30][C:29]([CH3:32])([CH3:31])[C:28]([CH3:34])([CH3:33])[O:27]2)[O:30][C:29]([CH3:32])([CH3:31])[C:28]([CH3:34])([CH3:33])[O:27]1.C([O-])(=O)C.[K+].CS(C)=O. Product: [CH3:33][C:28]1([CH3:34])[C:29]([CH3:32])([CH3:31])[O:30][B:26]([C:2]2[C:23]([CH3:24])=[CH:22][C:5]([O:6][CH2:7][C:8]3[C:13]([CH3:14])=[CH:12][CH:11]=[CH:10][C:9]=3[N:15]3[C:19](=[O:20])[N:18]([CH3:21])[N:17]=[N:16]3)=[C:4]([CH3:25])[CH:3]=2)[O:27]1. The catalyst class is: 6. (2) Reactant: CO.N1CC[CH2:6][CH2:5][CH2:4]1.Cl.Cl.[CH3:11][C:12]1[CH:33]=[CH:32][C:15]([CH2:16][NH:17][C:18]([NH:20][C:21]([NH:23][CH2:24][CH2:25][CH2:26][CH2:27][CH2:28][CH2:29][CH2:30][CH3:31])=[NH:22])=[NH:19])=[CH:14][CH:13]=1. Product: [CH2:24]([NH:23][C:21]1[NH:20][C:18]([NH:17][CH2:16][C:15]2[CH:14]=[CH:13][C:12]([CH3:11])=[CH:33][CH:32]=2)=[N:19][C:5]([CH3:6])([CH3:4])[N:22]=1)[CH2:25][CH2:26][CH2:27][CH2:28][CH2:29][CH2:30][CH3:31]. The catalyst class is: 21. (3) Reactant: [N:1]([C@H:4]1[CH2:9][CH2:8][CH2:7][CH2:6][C@H:5]1[N:10]1[CH2:14][CH2:13][C@@H:12]([NH2:15])[CH2:11]1)=[N+:2]=[N-:3].[F:16][C:17]([F:32])([F:31])[C:18]1[CH:19]=[C:20]([CH:28]=[CH:29][CH:30]=1)[C:21]([NH:23][CH2:24][C:25](O)=[O:26])=[O:22].CCN(CC)CC.C(Cl)CCl.C1C=CC2N(O)N=NC=2C=1. Product: [N:1]([C@H:4]1[CH2:9][CH2:8][CH2:7][CH2:6][C@H:5]1[N:10]1[CH2:14][CH2:13][C@@H:12]([NH:15][C:25](=[O:26])[CH2:24][NH:23][C:21](=[O:22])[C:20]2[CH:28]=[CH:29][CH:30]=[C:18]([C:17]([F:16])([F:32])[F:31])[CH:19]=2)[CH2:11]1)=[N+:2]=[N-:3]. The catalyst class is: 91. (4) Reactant: C([O-])([O-])=O.[Cs+].[Cs+].[Cl:7][C:8]1[CH:13]=[C:12](F)[CH:11]=[CH:10][C:9]=1[C:15]1[S:19][C:18]([N:20]([CH3:31])[CH:21]2[CH2:26][C:25]([CH3:28])([CH3:27])[NH:24][C:23]([CH3:30])([CH3:29])[CH2:22]2)=[N:17][N:16]=1.[NH:32]1[CH:36]=[CH:35][CH:34]=[N:33]1. Product: [Cl:7][C:8]1[CH:13]=[C:12]([N:32]2[CH:36]=[CH:35][CH:34]=[N:33]2)[CH:11]=[CH:10][C:9]=1[C:15]1[S:19][C:18]([N:20]([CH3:31])[CH:21]2[CH2:26][C:25]([CH3:28])([CH3:27])[NH:24][C:23]([CH3:30])([CH3:29])[CH2:22]2)=[N:17][N:16]=1. The catalyst class is: 85. (5) Reactant: C([N:8]([C:16]1[C:20]2[CH:21]=[C:22]([CH2:25][O:26][C:27]3[CH:32]=[CH:31][C:30]([C:33]4[CH:38]=[C:37]([F:39])[C:36]([F:40])=[CH:35][C:34]=4[O:41][CH3:42])=[CH:29][CH:28]=3)[CH:23]=[CH:24][C:19]=2[O:18][N:17]=1)C(OC(C)(C)C)=O)(OC(C)(C)C)=O.C(O)(C(F)(F)F)=O. Product: [F:40][C:36]1[C:37]([F:39])=[CH:38][C:33]([C:30]2[CH:29]=[CH:28][C:27]([O:26][CH2:25][C:22]3[CH:23]=[CH:24][C:19]4[O:18][N:17]=[C:16]([NH2:8])[C:20]=4[CH:21]=3)=[CH:32][CH:31]=2)=[C:34]([O:41][CH3:42])[CH:35]=1. The catalyst class is: 2. (6) Reactant: [CH:1]1([NH:6][C:7]2[N:12]=[C:11]([CH2:13][CH2:14][O:15][C:16]3[CH:38]=[CH:37][C:19]([CH2:20][C@@H:21]([C:33]([O:35]C)=[O:34])[NH:22][C:23]([C:25]4[C:30]([Cl:31])=[CH:29][CH:28]=[CH:27][C:26]=4[Cl:32])=[O:24])=[CH:18][CH:17]=3)[CH:10]=[CH:9][CH:8]=2)[CH2:5][CH2:4][CH2:3][CH2:2]1.[Li+].[OH-]. Product: [CH:1]1([NH:6][C:7]2[N:12]=[C:11]([CH2:13][CH2:14][O:15][C:16]3[CH:38]=[CH:37][C:19]([CH2:20][C@@H:21]([C:33]([OH:35])=[O:34])[NH:22][C:23]([C:25]4[C:26]([Cl:32])=[CH:27][CH:28]=[CH:29][C:30]=4[Cl:31])=[O:24])=[CH:18][CH:17]=3)[CH:10]=[CH:9][CH:8]=2)[CH2:2][CH2:3][CH2:4][CH2:5]1. The catalyst class is: 24. (7) Reactant: [NH2:1][C:2]1[CH:3]=[CH:4][C:5]([F:12])=[C:6]([CH2:8][C:9](O)=[O:10])[CH:7]=1. Product: [NH2:1][C:2]1[CH:3]=[CH:4][C:5]([F:12])=[C:6]([CH2:8][CH2:9][OH:10])[CH:7]=1. The catalyst class is: 1. (8) Reactant: [CH2:1]([C:3]1[CH:4]=[C:5]([CH:9]([C:11]2[N:12]([CH3:22])[N:13]=[C:14]([C:16]3[CH:21]=[CH:20][CH:19]=[CH:18][CH:17]=3)[N:15]=2)O)[CH:6]=[CH:7][CH:8]=1)[CH3:2].CCN(CC)CC.CS([Cl:34])(=O)=O. Product: [Cl:34][CH:9]([C:5]1[CH:6]=[CH:7][CH:8]=[C:3]([CH2:1][CH3:2])[CH:4]=1)[C:11]1[N:12]([CH3:22])[N:13]=[C:14]([C:16]2[CH:21]=[CH:20][CH:19]=[CH:18][CH:17]=2)[N:15]=1. The catalyst class is: 2. (9) Reactant: C([O:3][C:4](=O)[CH2:5][C:6]1[C:7]([CH2:15][CH3:16])=[N:8][N:9]([CH2:13][CH3:14])[C:10]=1[CH2:11][CH3:12])C.[H-].C([Al+]CC(C)C)C(C)C. Product: [CH2:13]([N:9]1[C:10]([CH2:11][CH3:12])=[C:6]([CH2:5][CH:4]=[O:3])[C:7]([CH2:15][CH3:16])=[N:8]1)[CH3:14]. The catalyst class is: 7.